Dataset: Reaction yield outcomes from USPTO patents with 853,638 reactions. Task: Predict the reaction yield, written as a fraction of the theoretical maximum amount of product (1.0 means a 100% yield; for example, 0.34 means a 34% yield). (1) The reactants are C(=O)([O-])[O-].[K+].[K+].[CH2:7]([O:9][C:10](=[O:33])[C@H:11]([CH2:18][C:19]1[C:20]([CH2:28][O:29]C(=O)C)=[C:21]2[C:25](=[CH:26][CH:27]=1)[NH:24][N:23]=[CH:22]2)[CH2:12][C:13]([O:15][CH2:16]C)=[O:14])C. The catalyst is CO. The product is [CH3:7][O:9][C:10](=[O:33])[C@H:11]([CH2:18][C:19]1[C:20]([CH2:28][OH:29])=[C:21]2[C:25](=[CH:26][CH:27]=1)[NH:24][N:23]=[CH:22]2)[CH2:12][C:13]([O:15][CH3:16])=[O:14]. The yield is 0.920. (2) The reactants are [CH3:1][C:2]1[CH2:7][CH2:6][CH2:5][C:4]([CH3:9])([CH3:8])[C:3]=1/[CH:10]=[CH:11]/[C:12](/[CH3:22])=[CH:13]/[CH:14]=[CH:15]/[C:16](/[CH3:21])=[CH:17]/[C:18]([OH:20])=O.C(N(S(F)(F)F)CC)C.[C:32]([O:51][CH2:52][C@H:53]([CH2:74][O:75][P:76]([O:79][CH2:80][CH2:81][NH2:82])([OH:78])=[O:77])[O:54][C:55](=[O:73])[CH2:56][CH2:57][CH2:58][CH2:59][CH2:60][CH2:61][CH2:62]/[CH:63]=[CH:64]\[CH2:65][CH2:66][CH2:67][CH2:68][CH2:69][CH2:70][CH2:71][CH3:72])(=[O:50])[CH2:33][CH2:34][CH2:35][CH2:36][CH2:37][CH2:38][CH2:39]/[CH:40]=[CH:41]\[CH2:42][CH2:43][CH2:44][CH2:45][CH2:46][CH2:47][CH2:48][CH3:49]. The catalyst is C(OCC)C. The product is [C:32]([O:51][CH2:52][C@@H:53]([O:54][C:55](=[O:73])[CH2:56][CH2:57][CH2:58][CH2:59][CH2:60][CH2:61][CH2:62]/[CH:63]=[CH:64]\[CH2:65][CH2:66][CH2:67][CH2:68][CH2:69][CH2:70][CH2:71][CH3:72])[CH2:74][O:75][P:76]([O:79][CH2:80][CH2:81][NH:82][C:18](=[O:20])/[CH:17]=[C:16](\[CH3:21])/[CH:15]=[CH:14]/[CH:13]=[C:12](\[CH3:22])/[CH:11]=[CH:10]/[C:3]1[C:4]([CH3:8])([CH3:9])[CH2:5][CH2:6][CH2:7][C:2]=1[CH3:1])([OH:78])=[O:77])(=[O:50])[CH2:33][CH2:34][CH2:35][CH2:36][CH2:37][CH2:38][CH2:39]/[CH:40]=[CH:41]\[CH2:42][CH2:43][CH2:44][CH2:45][CH2:46][CH2:47][CH2:48][CH3:49]. The yield is 0.280. (3) The reactants are [N:1]12[CH2:8][CH2:7][C:4]([C:9]([C:17]3[CH:22]=[CH:21][CH:20]=[CH:19][CH:18]=3)([C:11]3[CH:16]=[CH:15][CH:14]=[CH:13][CH:12]=3)[OH:10])([CH2:5][CH2:6]1)[CH2:3][CH2:2]2.[CH3:23][O:24][CH2:25][CH2:26][CH2:27][Br:28]. The catalyst is CC#N. The product is [Br-:28].[OH:10][C:9]([C:17]1[CH:22]=[CH:21][CH:20]=[CH:19][CH:18]=1)([C:11]1[CH:12]=[CH:13][CH:14]=[CH:15][CH:16]=1)[C:4]12[CH2:5][CH2:6][N+:1]([CH2:27][CH2:26][CH2:25][O:24][CH3:23])([CH2:2][CH2:3]1)[CH2:8][CH2:7]2. The yield is 0.860. (4) The reactants are [CH3:1][C:2]1[CH:7]=[CH:6][C:5]([S:8]([O:11][CH2:12][PH:13](=[O:17])[O:14][CH2:15][CH3:16])(=[O:10])=[O:9])=[CH:4][CH:3]=1.[CH3:18][Mg+].[Br-]. The catalyst is C1COCC1. The product is [CH3:1][C:2]1[CH:7]=[CH:6][C:5]([S:8]([O:11][CH2:12][P:13]([CH3:18])(=[O:17])[O:14][CH2:15][CH3:16])(=[O:9])=[O:10])=[CH:4][CH:3]=1. The yield is 0.770. (5) The reactants are [F:1][C:2]1[CH:31]=[CH:30][C:5]([C:6]([NH:8][C:9]2[C:10]([CH3:29])=[C:11]([CH3:28])[C:12]3[O:16][C:15]([CH3:18])([CH3:17])[CH:14]([C:19]4[CH:24]=[CH:23][C:22]([F:25])=[CH:21][CH:20]=4)[C:13]=3[C:26]=2[CH3:27])=O)=[CH:4][CH:3]=1. The catalyst is C(O)C. The product is [F:1][C:2]1[CH:3]=[CH:4][C:5]([CH2:6][NH:8][C:9]2[C:10]([CH3:29])=[C:11]([CH3:28])[C:12]3[O:16][C:15]([CH3:18])([CH3:17])[CH:14]([C:19]4[CH:24]=[CH:23][C:22]([F:25])=[CH:21][CH:20]=4)[C:13]=3[C:26]=2[CH3:27])=[CH:30][CH:31]=1. The yield is 0.660. (6) The reactants are C[O:2][C:3]([C:5]1[C:10]([NH:11][C:12]2[CH:17]=[CH:16][C:15]([Br:18])=[CH:14][C:13]=2[F:19])=[C:9]([F:20])[C:8](=[O:21])[NH:7][CH:6]=1)=[O:4].C1COCC1.[Li+].[OH-].Cl. The catalyst is CO. The product is [Br:18][C:15]1[CH:16]=[CH:17][C:12]([NH:11][C:10]2[C:5]([C:3]([OH:4])=[O:2])=[CH:6][NH:7][C:8](=[O:21])[C:9]=2[F:20])=[C:13]([F:19])[CH:14]=1. The yield is 0.990. (7) The reactants are [CH3:1][S:2][C:3]1[S:7][C:6]2=[N:8][C:9]([C:11]3[O:12][C:13]4[CH:19]=[CH:18][CH:17]=[C:16]([O:20][CH2:21][C@H:22]5[CH2:26][CH2:25][CH2:24][N:23]5C(OC(C)(C)C)=O)[C:14]=4[N:15]=3)=[CH:10][N:5]2[N:4]=1.C(O)(C(F)(F)F)=O.[CH3:41][C:42]([O:45][C:46]([NH:48][C@@H:49]([C:56](O)=[O:57])[C:50]1[CH:55]=[CH:54][CH:53]=[CH:52][CH:51]=1)=[O:47])([CH3:44])[CH3:43].CN(C(ON1N=NC2C=CC=NC1=2)=[N+](C)C)C.F[P-](F)(F)(F)(F)F.CCN(C(C)C)C(C)C. The product is [CH3:1][S:2][C:3]1[S:7][C:6]2=[N:8][C:9]([C:11]3[O:12][C:13]4[CH:19]=[CH:18][CH:17]=[C:16]([O:20][CH2:21][C@H:22]5[CH2:26][CH2:25][CH2:24][N:23]5[C:56](=[O:57])[C@H:49]([NH:48][C:46](=[O:47])[O:45][C:42]([CH3:41])([CH3:44])[CH3:43])[C:50]5[CH:55]=[CH:54][CH:53]=[CH:52][CH:51]=5)[C:14]=4[N:15]=3)=[CH:10][N:5]2[N:4]=1. The catalyst is C(Cl)Cl. The yield is 1.00. (8) The reactants are Br[C:2]1[C:3]([C:11]2[CH:16]=[CH:15][C:14]([F:17])=[CH:13][CH:12]=2)=[N:4][N:5]2[CH:10]=[CH:9][CH:8]=[CH:7][C:6]=12.[F:18][C:19]1[CH:24]=[C:23](B(O)O)[CH:22]=[CH:21][N:20]=1.C(=O)([O-])[O-].[Na+].[Na+]. The catalyst is CN(C)C=O.Cl[Pd](Cl)([P](C1C=CC=CC=1)(C1C=CC=CC=1)C1C=CC=CC=1)[P](C1C=CC=CC=1)(C1C=CC=CC=1)C1C=CC=CC=1. The product is [F:17][C:14]1[CH:15]=[CH:16][C:11]([C:3]2[C:2]([C:23]3[CH:22]=[CH:21][N:20]=[C:19]([F:18])[CH:24]=3)=[C:6]3[CH:7]=[CH:8][CH:9]=[CH:10][N:5]3[N:4]=2)=[CH:12][CH:13]=1. The yield is 0.270. (9) The reactants are Br[C:2]1[CH:8]=[C:7]([CH:9]2[CH2:13][CH2:12][CH2:11][O:10]2)[C:5]([NH2:6])=[C:4]([N+:14]([O-:16])=[O:15])[CH:3]=1.O1CCOCC1.CC1(C)C(C)(C)OB([C:31]2[CH:32]=[N:33][C:34]([C:37]([OH:40])([CH3:39])[CH3:38])=[N:35][CH:36]=2)O1.C([O-])([O-])=O.[Na+].[Na+]. The yield is 0.880. The product is [NH2:6][C:5]1[C:7]([CH:9]2[CH2:13][CH2:12][CH2:11][O:10]2)=[CH:8][C:2]([C:31]2[CH:32]=[N:33][C:34]([C:37]([OH:40])([CH3:39])[CH3:38])=[N:35][CH:36]=2)=[CH:3][C:4]=1[N+:14]([O-:16])=[O:15]. The catalyst is CCOC(C)=O.C(Cl)Cl.C1C=CC([P]([Pd]([P](C2C=CC=CC=2)(C2C=CC=CC=2)C2C=CC=CC=2)([P](C2C=CC=CC=2)(C2C=CC=CC=2)C2C=CC=CC=2)[P](C2C=CC=CC=2)(C2C=CC=CC=2)C2C=CC=CC=2)(C2C=CC=CC=2)C2C=CC=CC=2)=CC=1.